This data is from Experimentally validated miRNA-target interactions with 360,000+ pairs, plus equal number of negative samples. The task is: Binary Classification. Given a miRNA mature sequence and a target amino acid sequence, predict their likelihood of interaction. The miRNA is hsa-miR-6866-3p with sequence GAUCCCUUUAUCUGUCCUCUAG. The protein sequence of the target gene is MAVSVTPIRDTKWLTLEVCREFQRGTCSRPDTECKFAHPSKSCQVENGRVIACFDSLKGRCSRENCKYLHPPPHLKTQLEINGRNNLIQQKNMAMLAQQMQLANAMMPGAPLQPVPMFSVAPSLATNASAAAFNPYLGPVSPSLVPAEILPTAPMLVTGNPGVPVPAAAAAAAQKLMRTDRLEVCREYQRGNCNRGENDCRFAHPADSTMIDTNDNTVTVCMDYIKGRCSREKCKYFHPPAHLQAKIKAAQYQVNQAAAAQAAATAAAMTQSAVKSLKRPLEATFDLGIPQAVLPPLPKR.... Result: 1 (interaction).